From a dataset of Forward reaction prediction with 1.9M reactions from USPTO patents (1976-2016). Predict the product of the given reaction. (1) Given the reactants C(N(C(C)C)CC)(C)C.[CH3:10][O:11][C:12]1[C:17]2[C:18](=[O:32])[O:19][C:20]([C:22]3[C:31]4[C:26](=[CH:27][CH:28]=[CH:29][CH:30]=4)[CH:25]=[CH:24][CH:23]=3)=[N:21][C:16]=2[CH:15]=[CH:14][CH:13]=1.[CH:33]1([CH2:37][NH2:38])[CH2:36][CH2:35][CH2:34]1, predict the reaction product. The product is: [CH:33]1([CH2:37][NH:38][C:18]([C:17]2[C:12]([O:11][CH3:10])=[CH:13][CH:14]=[CH:15][C:16]=2[NH:21][C:20]([C:22]2[C:31]3[C:26](=[CH:27][CH:28]=[CH:29][CH:30]=3)[CH:25]=[CH:24][CH:23]=2)=[O:19])=[O:32])[CH2:36][CH2:35][CH2:34]1. (2) Given the reactants [CH2:1]([O:8][C:9]1[CH:14]=[CH:13][C:12]([Cl:15])=[CH:11][C:10]=1[N+:16]([O-])=O)[C:2]1[CH:7]=[CH:6][CH:5]=[CH:4][CH:3]=1, predict the reaction product. The product is: [CH2:1]([O:8][C:9]1[CH:14]=[CH:13][C:12]([Cl:15])=[CH:11][C:10]=1[NH2:16])[C:2]1[CH:7]=[CH:6][CH:5]=[CH:4][CH:3]=1. (3) Given the reactants [Cl:1][C:2]1[CH:9]=[CH:8][C:5]([CH:6]=O)=[CH:4][CH:3]=1.[CH3:10][C:11]1([CH3:19])[O:18][C:16](=[O:17])[CH2:15][C:13](=[O:14])[O:12]1.N1CCCC1C(O)=O.[CH2:28]([S:30][CH2:31][C:32]1[CH:33]=[CH:34][CH:35]=[C:36]2[C:40]=1[NH:39][CH:38]=[CH:37]2)[CH3:29], predict the reaction product. The product is: [Cl:1][C:2]1[CH:9]=[CH:8][C:5]([CH:6]([C:37]2[C:36]3[C:40](=[C:32]([CH2:31][S:30][CH2:28][CH3:29])[CH:33]=[CH:34][CH:35]=3)[NH:39][CH:38]=2)[CH:15]2[C:16](=[O:17])[O:18][C:11]([CH3:19])([CH3:10])[O:12][C:13]2=[O:14])=[CH:4][CH:3]=1. (4) Given the reactants [OH-].[Na+].[F:3][C:4]1[CH:9]=[C:8]([C:10]2[C:15]([CH3:16])=[CH:14][N:13]=[C:12]([O:17][CH3:18])[C:11]=2[CH3:19])[C:7]([F:20])=[CH:6][C:5]=1[C:21]1[N:25]([C@H:26]2[CH2:30][CH2:29][O:28][CH2:27]2)[N:24]=[CH:23][C:22]=1[C:31]([O:33]CC)=[O:32].Cl.[Cl-].[NH4+], predict the reaction product. The product is: [F:3][C:4]1[CH:9]=[C:8]([C:10]2[C:15]([CH3:16])=[CH:14][N:13]=[C:12]([O:17][CH3:18])[C:11]=2[CH3:19])[C:7]([F:20])=[CH:6][C:5]=1[C:21]1[N:25]([C@H:26]2[CH2:30][CH2:29][O:28][CH2:27]2)[N:24]=[CH:23][C:22]=1[C:31]([OH:33])=[O:32]. (5) The product is: [CH3:1][O:2][C:3]([C@@H:5]1[CH2:10][CH2:9][C@@H:8]([CH3:11])[N:7]([C:26]([O:25][CH2:18][C:19]2[CH:24]=[CH:23][CH:22]=[CH:21][CH:20]=2)=[O:27])[C@H:6]1[C:12]1[CH:13]=[CH:14][CH:15]=[CH:16][CH:17]=1)=[O:4]. Given the reactants [CH3:1][O:2][C:3]([CH:5]1[CH2:10][CH2:9][CH:8]([CH3:11])[NH:7][CH:6]1[C:12]1[CH:17]=[CH:16][CH:15]=[CH:14][CH:13]=1)=[O:4].[CH2:18]([O:25][C:26](Cl)=[O:27])[C:19]1[CH:24]=[CH:23][CH:22]=[CH:21][CH:20]=1, predict the reaction product.